Dataset: NCI-60 drug combinations with 297,098 pairs across 59 cell lines. Task: Regression. Given two drug SMILES strings and cell line genomic features, predict the synergy score measuring deviation from expected non-interaction effect. (1) Drug 1: C1C(C(OC1N2C=NC3=C(N=C(N=C32)Cl)N)CO)O. Drug 2: CN(CCCl)CCCl.Cl. Cell line: OVCAR-4. Synergy scores: CSS=6.03, Synergy_ZIP=-3.67, Synergy_Bliss=-2.54, Synergy_Loewe=-2.83, Synergy_HSA=-2.24. (2) Drug 1: CC1=CC2C(CCC3(C2CCC3(C(=O)C)OC(=O)C)C)C4(C1=CC(=O)CC4)C. Drug 2: CCC1=C2CN3C(=CC4=C(C3=O)COC(=O)C4(CC)O)C2=NC5=C1C=C(C=C5)O. Cell line: SF-295. Synergy scores: CSS=29.6, Synergy_ZIP=2.85, Synergy_Bliss=6.67, Synergy_Loewe=-41.3, Synergy_HSA=4.62. (3) Drug 1: CC(C1=C(C=CC(=C1Cl)F)Cl)OC2=C(N=CC(=C2)C3=CN(N=C3)C4CCNCC4)N. Drug 2: CC1CCCC2(C(O2)CC(NC(=O)CC(C(C(=O)C(C1O)C)(C)C)O)C(=CC3=CSC(=N3)C)C)C. Cell line: MDA-MB-231. Synergy scores: CSS=12.8, Synergy_ZIP=0.945, Synergy_Bliss=8.38, Synergy_Loewe=7.10, Synergy_HSA=8.50. (4) Drug 1: C1CNP(=O)(OC1)N(CCCl)CCCl. Drug 2: N.N.Cl[Pt+2]Cl. Cell line: NCI-H226. Synergy scores: CSS=9.38, Synergy_ZIP=-2.70, Synergy_Bliss=-0.548, Synergy_Loewe=-9.64, Synergy_HSA=-1.91.